Dataset: Full USPTO retrosynthesis dataset with 1.9M reactions from patents (1976-2016). Task: Predict the reactants needed to synthesize the given product. (1) The reactants are: [Cl:1][C:2]1[N:3]=[C:4](Cl)[C:5]2[C:10]([I:11])=[CH:9][N:8]([CH2:12][O:13][CH2:14][CH2:15][Si:16]([CH3:19])([CH3:18])[CH3:17])[C:6]=2[N:7]=1.[OH:21][CH:22]1[CH2:25][CH:24]([C:26]#[N:27])[CH2:23]1.CC([O-])(C)C.[Na+]. Given the product [Cl:1][C:2]1[N:3]=[C:4]([O:21][CH:22]2[CH2:25][CH:24]([C:26]#[N:27])[CH2:23]2)[C:5]2[C:10]([I:11])=[CH:9][N:8]([CH2:12][O:13][CH2:14][CH2:15][Si:16]([CH3:19])([CH3:18])[CH3:17])[C:6]=2[N:7]=1, predict the reactants needed to synthesize it. (2) Given the product [CH3:10][N:11]([CH3:12])[CH2:2][CH2:3][NH:4][C:5]1[CH:9]=[CH:8][NH:7][N:6]=1, predict the reactants needed to synthesize it. The reactants are: Cl[CH2:2][CH2:3][NH:4][C:5]1[CH:9]=[CH:8][NH:7][N:6]=1.[CH3:10][NH:11][CH3:12]. (3) Given the product [CH2:2]([CH:7]1[O:37][CH:6]1[CH:31]([C:28]1[CH:29]=[CH:30][C:25]([CH3:33])=[CH:26][CH:27]=1)[OH:32])[CH2:3][CH2:4][CH3:5], predict the reactants needed to synthesize it. The reactants are: B([CH:2]1[CH2:7][CH2:6][CH2:5][CH2:4][CH2:3]1)[CH:2]1[CH2:7][CH2:6][CH2:5][CH2:4][CH2:3]1.C#CCCCC.[Zn](CC)CC.[C:25]1([CH3:33])[CH:30]=[CH:29][C:28]([CH:31]=[O:32])=[CH:27][CH:26]=1.CC([O:37]C([C@H](O)[C@@H](O)C(OC(C)C)=O)=O)C. (4) Given the product [Cl:12][C:13]1[CH:18]=[CH:17][C:16]([NH:19][C:20]([N:22]2[CH2:26][C:25](=[O:27])[CH2:24][C@@H:23]2[C:28]([NH:30][C:31]2[CH:36]=[CH:35][C:34]([N:37]3[CH2:42][CH2:41][O:40][CH2:39][C:38]3=[O:43])=[CH:33][CH:32]=2)=[O:29])=[O:21])=[CH:15][CH:14]=1, predict the reactants needed to synthesize it. The reactants are: [Cr](Cl)([O-])(=O)=O.[NH+]1C=CC=CC=1.[Cl:12][C:13]1[CH:18]=[CH:17][C:16]([NH:19][C:20]([N:22]2[CH2:26][C@H:25]([OH:27])[CH2:24][C@@H:23]2[C:28]([NH:30][C:31]2[CH:36]=[CH:35][C:34]([N:37]3[CH2:42][CH2:41][O:40][CH2:39][C:38]3=[O:43])=[CH:33][CH:32]=2)=[O:29])=[O:21])=[CH:15][CH:14]=1. (5) Given the product [N:11]1([CH2:10][CH2:9][CH2:8][NH:7][C:5](=[O:6])[C:4]2[CH:17]=[CH:18][CH:19]=[C:2]([NH:20][C:21]3[CH:35]=[CH:34][CH:33]=[C:23]([C:24](=[O:25])[NH:26][C:27]4[CH:32]=[CH:31][N:30]=[CH:29][CH:28]=4)[CH:22]=3)[CH:3]=2)[CH2:16][CH2:15][CH2:14][CH2:13][CH2:12]1, predict the reactants needed to synthesize it. The reactants are: Br[C:2]1[CH:3]=[C:4]([CH:17]=[CH:18][CH:19]=1)[C:5]([NH:7][CH2:8][CH2:9][CH2:10][N:11]1[CH2:16][CH2:15][CH2:14][CH2:13][CH2:12]1)=[O:6].[NH2:20][C:21]1[CH:22]=[C:23]([CH:33]=[CH:34][CH:35]=1)[C:24]([NH:26][C:27]1[CH:32]=[CH:31][N:30]=[CH:29][CH:28]=1)=[O:25].CC(C1C=C(C(C)C)C(C2C=CC=CC=2P(C2CCCCC2)C2CCCCC2)=C(C(C)C)C=1)C.C([O-])([O-])=O.[K+].[K+]. (6) Given the product [Br:13][C:14]1[CH:19]=[C:18]([Si:23]([CH2:27][CH3:28])([CH2:25][CH3:26])[CH2:21][CH3:22])[C:17]([F:20])=[CH:16][N:15]=1, predict the reactants needed to synthesize it. The reactants are: C(NC(C)C)(C)C.[Li]CCCC.[Br:13][C:14]1[CH:19]=[CH:18][C:17]([F:20])=[CH:16][N:15]=1.[CH2:21]([Si:23]([CH2:27][CH3:28])([CH2:25][CH3:26])Cl)[CH3:22]. (7) Given the product [I:6][C:7]1[CH:15]=[C:14]2[C:13](=[CH:9][CH:8]=1)[N:12]([CH3:16])[C:11](=[O:17])[C:23]2([O:24][CH3:25])[O:26][CH3:27], predict the reactants needed to synthesize it. The reactants are: S(=O)(=O)(O)O.[I:6][C:7]1[CH:8]=[C:9]2[C:13](=[CH:14][CH:15]=1)[N:12]([CH3:16])[C:11](=[O:17])C2=O.CO.CO[CH:23]([O:26][CH3:27])[O:24][CH3:25]. (8) Given the product [N+:36]([C:33]1[CH:32]=[CH:31][C:30]([O:29][C:27](=[O:28])[NH:2][CH:3]2[CH2:4][C:5]3[C:6]4[C:11](=[CH:10][CH:9]=[C:8]([C:24]#[N:25])[CH:7]=4)[N:12]([CH2:16][C:17]4[CH:22]=[CH:21][CH:20]=[C:19]([F:23])[CH:18]=4)[C:13]=3[CH2:14][CH2:15]2)=[CH:35][CH:34]=1)([O-:38])=[O:37], predict the reactants needed to synthesize it. The reactants are: Cl.[NH2:2][CH:3]1[CH2:15][CH2:14][C:13]2[N:12]([CH2:16][C:17]3[CH:22]=[CH:21][CH:20]=[C:19]([F:23])[CH:18]=3)[C:11]3[CH:10]=[CH:9][C:8]([C:24]#[N:25])=[CH:7][C:6]=3[C:5]=2[CH2:4]1.Cl[C:27]([O:29][C:30]1[CH:35]=[CH:34][C:33]([N+:36]([O-:38])=[O:37])=[CH:32][CH:31]=1)=[O:28].